This data is from Full USPTO retrosynthesis dataset with 1.9M reactions from patents (1976-2016). The task is: Predict the reactants needed to synthesize the given product. (1) Given the product [C:1]([C:5]1[CH:23]=[CH:22][C:8]([C:9]([NH:11][C:12]2[N:13]=[C:14]3[CH:19]=[CH:18][C:17]([N:24]4[CH2:29][CH2:28][S:27][CH2:26][CH2:25]4)=[N:16][N:15]3[CH:21]=2)=[O:10])=[CH:7][CH:6]=1)([CH3:4])([CH3:3])[CH3:2], predict the reactants needed to synthesize it. The reactants are: [C:1]([C:5]1[CH:23]=[CH:22][C:8]([C:9]([NH:11][C:12]2[N:13]=[C:14]3[CH:19]=[CH:18][C:17](Cl)=[N:16][N:15]3[CH:21]=2)=[O:10])=[CH:7][CH:6]=1)([CH3:4])([CH3:3])[CH3:2].[NH:24]1[CH2:29][CH2:28][S:27][CH2:26][CH2:25]1.CN1CCN(C)C1=O. (2) Given the product [S:1]([O-:5])([O-:4])(=[O:3])=[O:2].[Na+:6].[Na+:6].[OH2:9].[S:42]([S:46]([O-:49])(=[O:48])=[O:47])([O-:45])(=[O:44])=[O:43].[Na+:6].[Na+:6], predict the reactants needed to synthesize it. The reactants are: [S:1]([O-:5])([O-:4])(=[O:3])=[O:2].[Na+:6].[Na+].S(S([O-])(=O)=O)([O-])(=O)=[O:9].[Na+].[Na+].O.O.O.O.O.O.O.O.O.O.S([O-])([O-])(=O)=O.[Na+].[Na+].S([O-])([O-])(=O)=O.[Na+].[Na+].[S:42]([S:46]([O-:49])(=[O:48])=[O:47])([O-:45])(=[O:44])=[O:43].[Na+].[Na+]. (3) Given the product [CH2:13]([NH:20][C:2]1[CH:9]=[CH:8][C:5]([CH:6]=[O:7])=[CH:4][C:3]=1[N+:10]([O-:12])=[O:11])[C:14]1[CH:19]=[CH:18][CH:17]=[CH:16][CH:15]=1, predict the reactants needed to synthesize it. The reactants are: F[C:2]1[CH:9]=[CH:8][C:5]([CH:6]=[O:7])=[CH:4][C:3]=1[N+:10]([O-:12])=[O:11].[CH2:13]([NH2:20])[C:14]1[CH:19]=[CH:18][CH:17]=[CH:16][CH:15]=1. (4) Given the product [Cl:1][C:2]1[CH:3]=[C:4]2[C:9](=[CH:10][CH:11]=1)[CH:8]=[C:7]([S:12]([NH:15][C@H:16]1[CH2:20][CH2:19][N:18]([C@H:21]([CH3:29])[C:22](=[O:24])[N:56]3[CH2:52][CH2:51][CH2:50][CH2:55][CH2:54]3)[C:17]1=[O:30])(=[O:13])=[O:14])[CH:6]=[CH:5]2, predict the reactants needed to synthesize it. The reactants are: [Cl:1][C:2]1[CH:3]=[C:4]2[C:9](=[CH:10][CH:11]=1)[CH:8]=[C:7]([S:12]([NH:15][C@H:16]1[CH2:20][CH2:19][N:18]([C@H:21]([CH3:29])[C:22]([O:24]C(C)(C)C)=O)[C:17]1=[O:30])(=[O:14])=[O:13])[CH:6]=[CH:5]2.FC(F)(F)C(O)=O.Cl.CN(C)CCCN=C=NCC.[CH:50]1[CH:51]=[CH:52]C2N(O)N=[N:56][C:54]=2[CH:55]=1.N1CCCCC1. (5) Given the product [Br:19][C:20]1[CH:21]=[N:22][CH:23]=[C:24]([F:27])[C:25]=1[N:15]1[CH2:16][CH2:17][CH:12]([C:10]([N:7]2[CH2:6][CH2:5][N:4]([CH3:3])[CH2:9][CH2:8]2)=[O:11])[CH2:13][CH2:14]1, predict the reactants needed to synthesize it. The reactants are: Cl.Cl.[CH3:3][N:4]1[CH2:9][CH2:8][N:7]([C:10]([CH:12]2[CH2:17][CH2:16][NH:15][CH2:14][CH2:13]2)=[O:11])[CH2:6][CH2:5]1.Cl.[Br:19][C:20]1[CH:21]=[N:22][CH:23]=[C:24]([F:27])[C:25]=1Cl.C(=O)([O-])[O-].[K+].[K+]. (6) Given the product [Cl:1][C:2]1[CH:3]=[C:4]2[C:8](=[CH:9][CH:10]=1)[N:7]([CH3:11])[C:6]([CH:12]([NH:20][C:21]1[CH:22]=[CH:23][C:24]([C:25]([O:27][CH3:28])=[O:26])=[CH:29][CH:30]=1)[CH2:13][CH2:14][CH2:15][CH2:16][CH2:17][CH3:18])=[CH:5]2, predict the reactants needed to synthesize it. The reactants are: [Cl:1][C:2]1[CH:3]=[C:4]2[C:8](=[CH:9][CH:10]=1)[N:7]([CH3:11])[C:6]([C:12](=O)[CH2:13][CH2:14][CH2:15][CH2:16][CH2:17][CH3:18])=[CH:5]2.[NH2:20][C:21]1[CH:30]=[CH:29][C:24]([C:25]([O:27][CH3:28])=[O:26])=[CH:23][CH:22]=1.C(=O)([O-])O.[Na+].C([BH3-])#N.[Na+].